This data is from Catalyst prediction with 721,799 reactions and 888 catalyst types from USPTO. The task is: Predict which catalyst facilitates the given reaction. (1) Reactant: [NH2:1][C:2]1[C:10]2[N:9]=[CH:8][N:7]([CH3:11])[C:6]=2[CH:5]=[C:4]([Br:12])[CH:3]=1.[CH2:13]([C:15]1[CH:22]=[CH:21][CH:20]=[C:19]([CH3:23])[C:16]=1[CH2:17]Cl)[CH3:14].C(=O)([O-])[O-].[Na+].[Na+].[I-].[Na+]. Product: [Br:12][C:4]1[CH:3]=[C:2]([NH:1][CH2:17][C:16]2[C:19]([CH3:23])=[CH:20][CH:21]=[CH:22][C:15]=2[CH2:13][CH3:14])[C:10]2[N:9]=[CH:8][N:7]([CH3:11])[C:6]=2[CH:5]=1. The catalyst class is: 10. (2) Reactant: CO[CH:3]([NH:9][C:10]1[CH:15]=[C:14]([O:16][CH3:17])[C:13]([O:18][CH3:19])=[CH:12][C:11]=1[N+:20]([O-:22])=[O:21])[C:4]([O:6][CH2:7][CH3:8])=[O:5].S([CH2:33][N+:34]#[C-:35])(C1C=CC(C)=CC=1)(=O)=O.C(=O)([O-])[O-].[K+].[K+]. Product: [N+:20]([C:11]1[CH:12]=[C:13]([O:18][CH3:19])[C:14]([O:16][CH3:17])=[CH:15][C:10]=1[N:9]1[C:3]([C:4]([O:6][CH2:7][CH3:8])=[O:5])=[CH:35][N:34]=[CH:33]1)([O-:22])=[O:21]. The catalyst class is: 8. (3) The catalyst class is: 1. Reactant: [Br:1][C:2]1[CH:7]=[CH:6][CH:5]=[C:4]([CH3:8])[CH:3]=1.C(C1C=CN=C(C2C=C(C(C)(C)C)C=CN=2)C=1)(C)(C)C.[CH3:29][C:30]1([CH3:46])[C:34]([CH3:36])([CH3:35])[O:33][B:32]([B:32]2[O:33][C:34]([CH3:36])([CH3:35])[C:30]([CH3:46])([CH3:29])[O:31]2)[O:31]1. Product: [Br:1][C:2]1[CH:7]=[C:6]([B:32]2[O:33][C:34]([CH3:36])([CH3:35])[C:30]([CH3:46])([CH3:29])[O:31]2)[CH:5]=[C:4]([CH3:8])[CH:3]=1. (4) Product: [CH2:18]([O:17][C:15](=[O:16])[NH:25][C@H:26]([CH2:29][OH:30])[C:27]([NH:9][C:6]1[CH:7]=[CH:8][C:3]([O:2][CH3:1])=[CH:4][CH:5]=1)=[O:28])[C:19]1[CH:20]=[CH:21][CH:22]=[CH:23][CH:24]=1. Reactant: [CH3:1][O:2][C:3]1[CH:8]=[CH:7][C:6]([NH2:9])=[CH:5][CH:4]=1.C1COCC1.[C:15]([NH:25][C@@H:26]([C:29](O)=[O:30])[CH2:27][OH:28])([O:17][CH2:18][C:19]1[CH:24]=[CH:23][CH:22]=[CH:21][CH:20]=1)=[O:16].CCN=C=NCCCN(C)C. The catalyst class is: 2. (5) Reactant: [Si]([O:8][C@@H:9]1[C@@H:16]2[N:12]([N:13]=[C:14]([C:21]3[CH:28]=[CH:27][C:24]([C:25]#[N:26])=[C:23]([Cl:29])[C:22]=3[CH3:30])[C@H:15]2[O:17][CH2:18][CH2:19][F:20])[CH2:11][CH2:10]1)(C(C)(C)C)(C)C.CCCC[N+](CCCC)(CCCC)CCCC.[F-]. Product: [Cl:29][C:23]1[C:22]([CH3:30])=[C:21]([C:14]2[C@@H:15]([O:17][CH2:18][CH2:19][F:20])[C@@H:16]3[C@@H:9]([OH:8])[CH2:10][CH2:11][N:12]3[N:13]=2)[CH:28]=[CH:27][C:24]=1[C:25]#[N:26]. The catalyst class is: 56. (6) Reactant: Cl.C(OC([N:9]1[CH2:14][CH2:13][C:12]([N:20]([CH3:22])[CH3:21])([C:15]2[S:16][CH:17]=[CH:18][CH:19]=2)[CH2:11][CH2:10]1)=O)(C)(C)C.O.C([O-])([O-])=O.[Na+].[Na+]. Product: [CH3:21][N:20]([CH3:22])[C:12]1([C:15]2[S:16][CH:17]=[CH:18][CH:19]=2)[CH2:13][CH2:14][NH:9][CH2:10][CH2:11]1. The catalyst class is: 22.